This data is from Forward reaction prediction with 1.9M reactions from USPTO patents (1976-2016). The task is: Predict the product of the given reaction. (1) The product is: [F:1][C:2]1[C:3]([O:21][CH3:22])=[CH:4][CH:5]=[C:6]2[C:11]=1[N:10]=[C:9]([C:12]1[S:13][CH:14]=[C:15]([CH:17]([CH3:18])[CH3:19])[N:16]=1)[CH:8]=[C:7]2[O:20][CH:42]1[CH2:59][CH:58]2[CH:44]([C:45](=[O:65])[N:46]([CH3:64])[CH2:47][CH2:48][CH2:49][CH2:50][CH:51]=[CH:52][CH:53]3[C:55]([C:61]([OH:63])=[O:62])([NH:56][C:57]2=[O:60])[CH2:54]3)[CH2:43]1. Given the reactants [F:1][C:2]1[C:3]([O:21][CH3:22])=[CH:4][CH:5]=[C:6]2[C:11]=1[N:10]=[C:9]([C:12]1[S:13][CH:14]=[C:15]([CH:17]([CH3:19])[CH3:18])[N:16]=1)[CH:8]=[C:7]2[OH:20].C(C1N=C(C2C=C(O[CH:42]3[CH2:59][CH:58]4[CH:44]([C:45](=[O:65])[N:46]([CH3:64])[CH2:47][CH2:48][CH2:49][CH2:50][CH:51]=[CH:52][CH:53]5[C:55]([C:61]([OH:63])=[O:62])([NH:56][C:57]4=[O:60])[CH2:54]5)[CH2:43]3)C3C(=C(C)C(OC)=CC=3)N=2)SC=1)(C)C, predict the reaction product. (2) Given the reactants Br[C:2]1[O:6][C:5]([C:7]([CH3:10])([CH3:9])[CH3:8])=[N:4][C:3]=1[C@@H:11]1[CH2:16][CH2:15][C@H:14]([F:17])[CH2:13][C@H:12]1[C:18]([O:20][CH3:21])=[O:19].C1C=C(S([O-])(=O)=O)C=C(P(C2C=CC=C(S([O-])(=O)=O)C=2)C2C=CC=C(S([O-])(=O)=O)C=2)C=1.[Na+].[Na+].[Na+].C(C1(NC([C@@H]2CCCC[C@H]2C2N=C(N3CCC(F)(F)CC3)SC=2[C:75]2[CH:80]=[CH:79][C:78]([N:81]3[CH2:86][CH2:85][S:84](=[O:88])(=O)[CH2:83][CH2:82]3)=[CH:77][CH:76]=2)=O)CC1)#N.C([O-])([O-])=O.[K+].[K+].C[N:104](C=O)C, predict the reaction product. The product is: [C:7]([C:5]1[O:6][C:2]([C:75]2[CH:80]=[CH:79][C:78]([N:81]3[CH2:86][CH2:85][S:84](=[NH:104])(=[O:88])[CH2:83][CH2:82]3)=[CH:77][CH:76]=2)=[C:3]([C@@H:11]2[CH2:16][CH2:15][C@H:14]([F:17])[CH2:13][C@H:12]2[C:18]([O:20][CH3:21])=[O:19])[N:4]=1)([CH3:10])([CH3:9])[CH3:8]. (3) Given the reactants [C:1]1([C:47]2[CH:52]=[CH:51][CH:50]=[CH:49][CH:48]=2)[CH:6]=[CH:5][C:4]([CH2:7][CH2:8][NH:9][C:10]2[N:18]=[C:17]([Cl:19])[N:16]=[C:15]3[C:11]=2[N:12]=[CH:13][N:14]3[C@H:20]2[C@@H:24]3[O:25]C(C)(C)[O:27][C@@H:23]3[C@@H:22]([CH2:30][S:31][CH2:32][CH2:33][CH:34]([NH:39]C(OC(C)(C)C)=O)[C:35]([O:37]C)=[O:36])[O:21]2)=[CH:3][CH:2]=1.[OH-].[K+].C1COCC1.C(O)(C(F)(F)F)=O.O, predict the reaction product. The product is: [NH2:39][CH:34]([CH2:33][CH2:32][S:31][CH2:30][C@@H:22]1[C@@H:23]([OH:27])[C@@H:24]([OH:25])[C@H:20]([N:14]2[CH:13]=[N:12][C:11]3[C:15]2=[N:16][C:17]([Cl:19])=[N:18][C:10]=3[NH:9][CH2:8][CH2:7][C:4]2[CH:3]=[CH:2][C:1]([C:47]3[CH:48]=[CH:49][CH:50]=[CH:51][CH:52]=3)=[CH:6][CH:5]=2)[O:21]1)[C:35]([OH:37])=[O:36]. (4) Given the reactants [Na].[C:2]([C:4]1[CH:5]=[C:6]2[C:11](=[CH:12][C:13]=1[OH:14])[N:10]=[CH:9][CH:8]=[C:7]2[O:15][C:16]1[CH:21]=[CH:20][C:19]([NH:22][C:23]([NH:25][C:26]2[CH:31]=[CH:30][C:29]([F:32])=[CH:28][CH:27]=2)=[O:24])=[C:18]([F:33])[CH:17]=1)#[N:3].C(=O)([O-])[O-].[K+].[K+].Cl.Cl[CH2:42][CH:43]1[CH2:48][CH2:47][CH2:46][N:45]([CH3:49])[CH2:44]1.O, predict the reaction product. The product is: [C:2]([C:4]1[CH:5]=[C:6]2[C:11](=[CH:12][C:13]=1[O:14][CH2:42][CH:43]1[CH2:48][CH2:47][CH2:46][N:45]([CH3:49])[CH2:44]1)[N:10]=[CH:9][CH:8]=[C:7]2[O:15][C:16]1[CH:21]=[CH:20][C:19]([NH:22][C:23]([NH:25][C:26]2[CH:31]=[CH:30][C:29]([F:32])=[CH:28][CH:27]=2)=[O:24])=[C:18]([F:33])[CH:17]=1)#[N:3]. (5) The product is: [F:1][C:2]1[CH:3]=[C:4]2[C:8](=[CH:9][CH:10]=1)[N:7]=[C:6]([C:5]([OH:12])=[O:13])[CH:20]=[C:16]2[C:17]([OH:19])=[O:18]. Given the reactants [F:1][C:2]1[CH:3]=[C:4]2[C:8](=[CH:9][CH:10]=1)[NH:7][C:6](=O)[C:5]2=[O:12].[OH-:13].[Na+].O=[C:16]([CH3:20])[C:17]([O-:19])=[O:18].Cl, predict the reaction product. (6) The product is: [OH:31][CH:2]([CH2:3][OH:27])[CH2:1][C:4]1[CH:5]=[C:6]2[C:10](=[CH:11][CH:12]=1)[CH2:9][N:8]([C:13]([O:15][CH2:16][C:17]1[CH:18]=[CH:19][CH:20]=[CH:21][CH:22]=1)=[O:14])[CH2:7]2. Given the reactants [CH2:1]([C:4]1[CH:5]=[C:6]2[C:10](=[CH:11][CH:12]=1)[CH2:9][N:8]([C:13]([O:15][CH2:16][C:17]1[CH:22]=[CH:21][CH:20]=[CH:19][CH:18]=1)=[O:14])[CH2:7]2)[CH:2]=[CH2:3].C[N+]1([O-])CC[O:27]CC1.[OH2:31], predict the reaction product.